From a dataset of M1 muscarinic receptor agonist screen with 61,833 compounds. Binary Classification. Given a drug SMILES string, predict its activity (active/inactive) in a high-throughput screening assay against a specified biological target. The compound is S(=O)(=O)(N1CCN(CC1)c1n2ncnc2nc(c1)c1ccccc1)c1ccc(OC)cc1. The result is 0 (inactive).